Task: Predict the reaction yield, written as a fraction of the theoretical maximum amount of product (1.0 means a 100% yield; for example, 0.34 means a 34% yield).. Dataset: Reaction yield outcomes from USPTO patents with 853,638 reactions (1) The reactants are [NH2:1][C:2]1[N:6]([CH3:7])[C:5](=[O:8])[C:4]([C:20]2[CH:25]=[CH:24][C:23]([O:26][CH:27]([F:29])[F:28])=[CH:22][CH:21]=2)([C:9]2[CH:14]=[CH:13][CH:12]=[C:11]([CH:15]3[CH2:18][C:17](=[O:19])[CH2:16]3)[CH:10]=2)[N:3]=1.[BH4-].[Na+]. No catalyst specified. The product is [NH2:1][C:2]1[N:6]([CH3:7])[C:5](=[O:8])[C:4]([C:20]2[CH:21]=[CH:22][C:23]([O:26][CH:27]([F:29])[F:28])=[CH:24][CH:25]=2)([C:9]2[CH:14]=[CH:13][CH:12]=[C:11]([CH:15]3[CH2:16][CH:17]([OH:19])[CH2:18]3)[CH:10]=2)[N:3]=1. The yield is 0.940. (2) The reactants are [BH4-].[Li+].CO.C([O:7][C:8](=O)[C:9]([CH3:29])([CH3:28])[CH2:10][CH2:11][CH2:12][CH2:13][C:14](=[O:27])[CH2:15][CH2:16][CH2:17][CH2:18][C:19]([CH3:26])([CH3:25])[C:20](OCC)=[O:21])C.[Cl-].[NH4+]. The catalyst is ClCCl. The product is [CH3:25][C:19]([CH3:26])([CH2:18][CH2:17][CH2:16][CH2:15][CH:14]([OH:27])[CH2:13][CH2:12][CH2:11][CH2:10][C:9]([CH3:29])([CH3:28])[CH2:8][OH:7])[CH2:20][OH:21]. The yield is 0.740.